This data is from NCI-60 drug combinations with 297,098 pairs across 59 cell lines. The task is: Regression. Given two drug SMILES strings and cell line genomic features, predict the synergy score measuring deviation from expected non-interaction effect. Synergy scores: CSS=-0.0520, Synergy_ZIP=-0.567, Synergy_Bliss=-1.37, Synergy_Loewe=-1.69, Synergy_HSA=-1.92. Cell line: CAKI-1. Drug 1: CS(=O)(=O)C1=CC(=C(C=C1)C(=O)NC2=CC(=C(C=C2)Cl)C3=CC=CC=N3)Cl. Drug 2: C1CN(P(=O)(OC1)NCCCl)CCCl.